Dataset: Forward reaction prediction with 1.9M reactions from USPTO patents (1976-2016). Task: Predict the product of the given reaction. (1) The product is: [CH3:1][O:2][C:3]1[CH:8]=[CH:7][C:6]([NH:9][CH2:10][C:11]([N:16]([CH3:17])[CH3:15])=[O:13])=[CH:5][CH:4]=1. Given the reactants [CH3:1][O:2][C:3]1[CH:8]=[CH:7][C:6]([NH:9][CH2:10][C:11]([OH:13])=O)=[CH:5][CH:4]=1.Cl.[CH3:15][NH:16][CH3:17].CCN(C(C)C)C(C)C.CN(C(ON1N=NC2C=CC=NC1=2)=[N+](C)C)C.F[P-](F)(F)(F)(F)F, predict the reaction product. (2) Given the reactants [F:1][C:2]([F:24])([F:23])[C:3]1[CH:8]=[CH:7][C:6]([C:9]2[NH:10][C:11](=O)[C:12]3[O:17][C:16]4[CH:18]=[CH:19][CH:20]=[CH:21][C:15]=4[C:13]=3[N:14]=2)=[CH:5][CH:4]=1.O=P(Cl)(Cl)[Cl:27], predict the reaction product. The product is: [Cl:27][C:11]1[C:12]2[O:17][C:16]3[CH:18]=[CH:19][CH:20]=[CH:21][C:15]=3[C:13]=2[N:14]=[C:9]([C:6]2[CH:7]=[CH:8][C:3]([C:2]([F:24])([F:23])[F:1])=[CH:4][CH:5]=2)[N:10]=1.